From a dataset of Experimentally validated miRNA-target interactions with 360,000+ pairs, plus equal number of negative samples. Binary Classification. Given a miRNA mature sequence and a target amino acid sequence, predict their likelihood of interaction. (1) The miRNA is hsa-miR-15a-5p with sequence UAGCAGCACAUAAUGGUUUGUG. The protein sequence of the target gene is MTSLMPGAGLLPIPTPNPLTTLGVSLSSLGAIPAAALDPNIATLGEIPQPPLMGNVDPSKIDEIRRTVYVGNLNSQTTTADQLLEFFKQVGEVKFVRMAGDETQPTRFAFVEFADQNSVPRALAFNGVMFGDRPLKINHSNNAIVKPPEMTPQAAAKELEEVMKRVREAQSFISAAIEPESGKSNERKGGRSRSHTRSKSRSSSKSHSRRKRSQSKHRSRSHNRSRSRQKDRRRSKSPHKKRSKSRERRKSRSRSHSRDKRKDTREKIKEKERVKEKDREKEREREKEREKEKERGKNKD.... Result: 1 (interaction). (2) The miRNA is hsa-miR-6889-5p with sequence UCGGGGAGUCUGGGGUCCGGAAU. The protein sequence of the target gene is MADTQYILPNDIGVSSLDCREAFRLLSPTERLYAYHLSRAAWYGGLAVLLQTSPEAPYIYALLSRLFRAQDPDQLRQHALAEGLTEEEYQAFLVYAAGVYSNMGNYKSFGDTKFVPNLPKEKLERVILGSEAAQQHPEEVRGLWQTCGELMFSLEPRLRHLGLGKEGITTYFSGNCTMEDAKLAQDFLDSQNLSAYNTRLFKEVDGEGKPYYEVRLASVLGSEPSLDSEVTSKLKSYEFRGSPFQVTRGDYAPILQKVVEQLEKAKAYAANSHQGQMLAQYIESFTQGSIEAHKRGSRFW.... Result: 0 (no interaction). (3) The miRNA is hsa-miR-514b-3p with sequence AUUGACACCUCUGUGAGUGGA. The protein sequence of the target gene is MAGSRLPRQLFLQGVAAVFMFAFASLYTQIPGLYGPEGILPARRTLRPQGKGRWQQLWETPTLLWEAPRLGLDTAQGLELLSLLGALVALGALLLSPLRHPVIYLLLWAAYLSACQVGQVFLYFQWDSLLLETGFLAVLVAPLRPASHRKEAPQGRQAGALPHEDLPFWLVRWLLFRLMFASGVVKLTSRCPAWWGLTALTYHYETQCLPTPAAWFAHHLPVWLHKLSVVATFLIEIAVPPLFFAPIRRLRLAAFYSQVLLQVLIIITGNYNFFNLMTLVLTTALLDDQHLAAEPGHGSR.... Result: 0 (no interaction). (4) Result: 0 (no interaction). The miRNA is hsa-miR-602 with sequence GACACGGGCGACAGCUGCGGCCC. The protein sequence of the target gene is MESLLENPVRAVLYLKELTAIVQNQQSLIHTQRERIDELERRLDELSAENRSLWEHQQLLQAQPPPGLVPPSSAPLPAAPATAPAAAARAQEPLQDQGQRSAAAPHPAPDRPPRQHHGQLLEQPQRGPGSRAHTPQSPHKHLGTQGAVTDKEKERPPSCCAAAGALLQHKSPSALGKGVLSRRPENETVLHQFCCPAADACSDLASQSDGSCTQAGGGMEDSVVAAAAVAAGRPSAHAPKAQAQELQEEEERPGAGAASPRAGPQHKASPGRQQPALATALCPHAPAASDYELSLDLKNK.... (5) The miRNA is hsa-miR-3122 with sequence GUUGGGACAAGAGGACGGUCUU. The protein sequence of the target gene is MAGCRGSLCCCCRWCCCCGERETRTPEELTILGETQEEEDEILPRKDYESLDYDRCINDPYLEVLETMDNKKGRRYEAVKWMVVFAIGVCTGLVGLFVDFFVRLFTQLKFGVVQTSVEECSQKGCLALSLLELLGFNLTFVFLASLLVLIEPVAAGSGIPEVKCYLNGVKVPGIVRLRTLLCKVLGVLFSVAGGLFVEKEGPMIHSGSVVGAGLPQFQSISLRKIQFNFPYFRSDRDKRDFVSAGAAAGVAAAFGAPIGGTLFSLEEGSSFWNQGLTWKVLFCSMSATFTLNFFRSGIQF.... Result: 1 (interaction). (6) The miRNA is hsa-miR-2117 with sequence UGUUCUCUUUGCCAAGGACAG. The protein sequence of the target gene is MAGAAAESGRELWTFAGSRDPSAPRLAYGYGPGSLRELRAREFSRLAGTVYLDHAGATLFSQSQLESFTSDLMENTYGNPHSQNISSKLTHDTVEQVRYRILAHFHTTAEDYTVIFTAGSTAALKLVAEAFPWVSQGPESSGSRFCYLTDSHTSVVGMRNVTMAINVISTPVRPEDLWSAEERSASASNPDCQLPHLFCYPAQSNFSGVRYPLSWIEEVKSGRLHPVSTPGKWFVLLDAASYVSTSPLDLSAHQADFVPISFYKIFGFPTGLGALLVHNRAAPLLRKTYFGGGTASAYLA.... Result: 0 (no interaction).